From a dataset of Full USPTO retrosynthesis dataset with 1.9M reactions from patents (1976-2016). Predict the reactants needed to synthesize the given product. (1) The reactants are: [C:1]([O:5][C:6]([N:8]1[CH2:13][CH2:12][N:11]([C:14]2[CH:19]=[CH:18][C:17]([N+:20]([O-])=O)=[C:16]([CH3:23])[CH:15]=2)[CH2:10][CH2:9]1)=[O:7])([CH3:4])([CH3:3])[CH3:2].[CH3:24]OC(OC)N(C)C.N1CCCC1.C([O-])=O.[NH4+]. Given the product [C:1]([O:5][C:6]([N:8]1[CH2:13][CH2:12][N:11]([C:14]2[CH:15]=[C:16]3[C:17](=[CH:18][CH:19]=2)[NH:20][CH:24]=[CH:23]3)[CH2:10][CH2:9]1)=[O:7])([CH3:4])([CH3:3])[CH3:2], predict the reactants needed to synthesize it. (2) Given the product [F:8][C:7]1[CH:6]=[CH:5][C:4]([C:9]2[O:13][N:12]=[C:11]([C:14]([N:16]3[CH2:21][C@H:20]([CH2:22][CH:23]([CH3:25])[CH3:24])[NH:19][C:18](=[O:26])[C@@H:17]3[CH2:27][CH:28]([CH3:30])[CH3:29])=[O:15])[CH:10]=2)=[CH:3][CH:2]=1, predict the reactants needed to synthesize it. The reactants are: F[C:2]1[CH:3]=[C:4]([C:9]2[O:13][N:12]=[C:11]([C:14]([N:16]3[CH2:21][C@H:20]([CH2:22][CH:23]([CH3:25])[CH3:24])[NH:19][C:18](=[O:26])[C@@H:17]3[CH2:27][CH:28]([CH3:30])[CH3:29])=[O:15])[CH:10]=2)[CH:5]=[CH:6][C:7]=1[F:8].C([C@@H]1NC[C@H](CC(C)C)NC1=O)C(C)C.FC1C=CC(C2ON=C(C(O)=O)C=2)=CC=1. (3) Given the product [OH:29][C:28]1[CH:30]=[CH:31][CH:32]=[CH:33][C:27]=1/[CH:26]=[N:2]/[NH:1][C:3](=[O:25])[CH:4]([NH:16][C:17](=[O:24])[C:18]1[CH:23]=[CH:22][CH:21]=[CH:20][CH:19]=1)[C:5]1[C:14]2[C:9](=[CH:10][CH:11]=[CH:12][CH:13]=2)[C:8](=[O:15])[NH:7][N:6]=1, predict the reactants needed to synthesize it. The reactants are: [NH:1]([C:3](=[O:25])[CH:4]([NH:16][C:17](=[O:24])[C:18]1[CH:23]=[CH:22][CH:21]=[CH:20][CH:19]=1)[C:5]1[C:14]2[C:9](=[CH:10][CH:11]=[CH:12][CH:13]=2)[C:8](=[O:15])[NH:7][N:6]=1)[NH2:2].[CH:26](=O)[C:27]1[C:28](=[CH:30][CH:31]=[CH:32][CH:33]=1)[OH:29].C(O)(=O)C. (4) Given the product [Cl:22][C:6]1[CH:7]=[C:8]([O:11][Si:12]([CH:19]([CH3:21])[CH3:20])([CH:16]([CH3:18])[CH3:17])[CH:13]([CH3:15])[CH3:14])[CH:9]=[CH:10][C:5]=1[CH:3]([OH:4])[CH2:2][N:34]1[CH2:35][CH2:36][C:31]([C:28]2[CH:29]=[N:30][C:25]([O:24][CH3:23])=[CH:26][CH:27]=2)([OH:37])[CH2:32][CH2:33]1, predict the reactants needed to synthesize it. The reactants are: Br[CH2:2][C:3]([C:5]1[CH:10]=[CH:9][C:8]([O:11][Si:12]([CH:19]([CH3:21])[CH3:20])([CH:16]([CH3:18])[CH3:17])[CH:13]([CH3:15])[CH3:14])=[CH:7][C:6]=1[Cl:22])=[O:4].[CH3:23][O:24][C:25]1[N:30]=[CH:29][C:28]([C:31]2([OH:37])[CH2:36][CH2:35][NH:34][CH2:33][CH2:32]2)=[CH:27][CH:26]=1. (5) Given the product [F:1][C:2]1[CH:3]=[C:4]([CH:5]=[C:6]([F:16])[C:7]=1[O:8][C:9]1[CH:10]=[CH:11][C:12]([F:15])=[CH:13][CH:14]=1)[CH2:17][O:18][C:22]1[CH:23]=[C:24]2[N:31]([C:32]([O:34][C:35]([CH3:38])([CH3:37])[CH3:36])=[O:33])[CH2:30][CH2:29][N:25]2[C:26](=[O:28])[N:27]=1, predict the reactants needed to synthesize it. The reactants are: [F:1][C:2]1[CH:3]=[C:4]([CH2:17][OH:18])[CH:5]=[C:6]([F:16])[C:7]=1[O:8][C:9]1[CH:14]=[CH:13][C:12]([F:15])=[CH:11][CH:10]=1.[H-].[Na+].Cl[C:22]1[CH:23]=[C:24]2[N:31]([C:32]([O:34][C:35]([CH3:38])([CH3:37])[CH3:36])=[O:33])[CH2:30][CH2:29][N:25]2[C:26](=[O:28])[N:27]=1. (6) Given the product [ClH:1].[CH2:19]([C:16]1[CH:17]=[CH:18][C:13]([C:11]2[O:10][N:9]=[C:8]([C:5]3[CH:6]=[CH:7][C:2]([NH:33][CH:31]4[CH2:32][CH:29]([C:27]([OH:28])=[O:26])[CH2:30]4)=[N:3][CH:4]=3)[N:12]=2)=[CH:14][CH:15]=1)[CH:20]([CH3:22])[CH3:21], predict the reactants needed to synthesize it. The reactants are: [Cl:1][C:2]1[CH:7]=[CH:6][C:5]([C:8]2[N:12]=[C:11]([C:13]3[CH:18]=[CH:17][C:16]([CH2:19][CH:20]([CH3:22])[CH3:21])=[CH:15][CH:14]=3)[O:10][N:9]=2)=[CH:4][N:3]=1.Cl.C([O:26][C:27]([C@H:29]1[CH2:32][C@@H:31]([NH2:33])[CH2:30]1)=[O:28])C.OP([O-])([O-])=O.[K+].[K+].[OH-].[Na+].Cl.